Dataset: Reaction yield outcomes from USPTO patents with 853,638 reactions. Task: Predict the reaction yield, written as a fraction of the theoretical maximum amount of product (1.0 means a 100% yield; for example, 0.34 means a 34% yield). (1) The reactants are [C:1]([C:3]1[CH:8]=[CH:7][C:6]([C:9]2[C:13]([C:14]3[CH:19]=[CH:18][N:17]=[CH:16][CH:15]=3)=[CH:12][N:11]([CH3:20])[N:10]=2)=[C:5]([F:21])[CH:4]=1)#[CH:2].Br[C:23]1[CH:32]=[CH:31][C:30]2[C:25](=[CH:26][CH:27]=[CH:28][CH:29]=2)[N:24]=1.O. The catalyst is O1CCOCC1.Cl[Pd](Cl)([P](C1C=CC=CC=1)(C1C=CC=CC=1)C1C=CC=CC=1)[P](C1C=CC=CC=1)(C1C=CC=CC=1)C1C=CC=CC=1.[Cu]I. The product is [F:21][C:5]1[CH:4]=[C:3]([C:1]#[C:2][C:23]2[CH:32]=[CH:31][C:30]3[C:25](=[CH:26][CH:27]=[CH:28][CH:29]=3)[N:24]=2)[CH:8]=[CH:7][C:6]=1[C:9]1[C:13]([C:14]2[CH:19]=[CH:18][N:17]=[CH:16][CH:15]=2)=[CH:12][N:11]([CH3:20])[N:10]=1. The yield is 0.140. (2) The reactants are [CH:1]1[CH:2]=[CH:3][C:4]2[N:11]=[CH:10][NH:9][C:7](=O)[C:5]=2[CH:6]=1.P(Cl)(Cl)([Cl:14])=O.C(=O)(O)[O-].[Na+]. The catalyst is C1C=CC=CC=1. The product is [Cl:14][C:7]1[C:5]2[C:4](=[CH:3][CH:2]=[CH:1][CH:6]=2)[N:11]=[CH:10][N:9]=1. The yield is 0.930. (3) The reactants are [CH3:1][C:2]1[CH:7]=[C:6]([N+:8]([O-:10])=[O:9])[CH:5]=[CH:4][C:3]=1[CH2:11][NH2:12].[CH3:13][S:14](Cl)(=[O:16])=[O:15]. The catalyst is N1C=CC=CC=1.ClCCl. The product is [CH3:1][C:2]1[CH:7]=[C:6]([N+:8]([O-:10])=[O:9])[CH:5]=[CH:4][C:3]=1[CH2:11][NH:12][S:14]([CH3:13])(=[O:16])=[O:15]. The yield is 0.380.